This data is from M1 muscarinic receptor agonist screen with 61,833 compounds. The task is: Binary Classification. Given a drug SMILES string, predict its activity (active/inactive) in a high-throughput screening assay against a specified biological target. The result is 0 (inactive). The compound is O=C(N1CCCCCC1)c1cc2N(CC)C(=O)c3c(S(=O)c2cc1)cccc3.